Dataset: Reaction yield outcomes from USPTO patents with 853,638 reactions. Task: Predict the reaction yield, written as a fraction of the theoretical maximum amount of product (1.0 means a 100% yield; for example, 0.34 means a 34% yield). (1) The reactants are [F:1][C:2]1[CH:10]=[C:9]2[C:5]([CH:6]=[C:7]([C:11]([CH3:15])([CH3:14])[CH2:12][OH:13])[NH:8]2)=[CH:4][C:3]=1[N+:16]([O-:18])=[O:17].[CH3:19][C:20]([Si:23](Cl)([CH3:25])[CH3:24])([CH3:22])[CH3:21].N1C=CN=C1. The catalyst is C(Cl)Cl. The product is [Si:23]([O:13][CH2:12][C:11]([C:7]1[NH:8][C:9]2[C:5]([CH:6]=1)=[CH:4][C:3]([N+:16]([O-:18])=[O:17])=[C:2]([F:1])[CH:10]=2)([CH3:15])[CH3:14])([C:20]([CH3:22])([CH3:21])[CH3:19])([CH3:25])[CH3:24]. The yield is 0.380. (2) The reactants are [Li+].CC([N-]C(C)C)C.[C:9](#[N:11])[CH3:10].[CH3:12][NH:13][C:14]([C:16]1[CH:17]=[C:18]([CH2:22][CH2:23][C:24](OC)=O)[CH:19]=[CH:20][CH:21]=1)=[O:15].Cl.[NH2:29][NH2:30]. The catalyst is O1CCCC1.C(O)C. The product is [NH2:11][C:9]1[NH:30][N:29]=[C:24]([CH2:23][CH2:22][C:18]2[CH:17]=[C:16]([CH:21]=[CH:20][CH:19]=2)[C:14]([NH:13][CH3:12])=[O:15])[CH:10]=1. The yield is 0.136. (3) The reactants are [CH3:1][C:2]1[C:10]([CH3:11])=[CH:9][CH:8]=[CH:7][C:3]=1[C:4]([OH:6])=O.[CH:12]([N:15](CC)[CH:16](C)[CH3:17])(C)[CH3:13].CN(C(ON1N=NC2C=CC=CC1=2)=[N+](C)C)C.[B-](F)(F)(F)F.C(NCC)C. The catalyst is C(Cl)Cl.CN(C=O)C. The product is [CH2:12]([N:15]([CH2:16][CH3:17])[C:4](=[O:6])[C:3]1[CH:7]=[CH:8][CH:9]=[C:10]([CH3:11])[C:2]=1[CH3:1])[CH3:13]. The yield is 0.720. (4) The reactants are Cl.[NH2:2][CH:3]1[CH2:8][CH2:7][C:6]([OH:12])([C:9]([OH:11])=[O:10])[CH2:5][CH2:4]1.C(=O)([O-])[O-].[K+].[K+].[Cl:19][C:20]1[CH:25]=[C:24](Cl)[C:23]([N+:27]([O-:29])=[O:28])=[CH:22][N:21]=1.Cl. The catalyst is O1CCOCC1.O. The product is [Cl:19][C:20]1[CH:25]=[C:24]([NH:2][CH:3]2[CH2:8][CH2:7][C:6]([OH:12])([C:9]([OH:11])=[O:10])[CH2:5][CH2:4]2)[C:23]([N+:27]([O-:29])=[O:28])=[CH:22][N:21]=1. The yield is 0.620. (5) The reactants are C(OC([N:8]1[CH2:12][CH2:11][CH2:10][C@@H:9]1[CH2:13][NH:14][C:15]1[CH:20]=[CH:19][C:18]([O:21][C:22]2[CH:27]=[CH:26][CH:25]=[CH:24][CH:23]=2)=[CH:17][CH:16]=1)=O)(C)(C)C.Cl. The catalyst is O1CCOCC1. The product is [O:21]([C:18]1[CH:19]=[CH:20][C:15]([NH:14][CH2:13][C@H:9]2[CH2:10][CH2:11][CH2:12][NH:8]2)=[CH:16][CH:17]=1)[C:22]1[CH:23]=[CH:24][CH:25]=[CH:26][CH:27]=1. The yield is 0.940. (6) The reactants are [Cl:1][C:2]1[CH:3]=[C:4]([CH:9]([C:22]([F:25])([F:24])[F:23])/[CH:10]=[CH:11]/[C:12]2[CH:20]=[CH:19][C:15]([C:16]([OH:18])=O)=[C:14]([CH3:21])[CH:13]=2)[CH:5]=[C:6]([Cl:8])[CH:7]=1.[F:26][C:27]([F:31])([F:30])[CH2:28][NH2:29].O.ON1C2C=CC=CC=2N=N1.Cl.CN(C)CCCN=C=NCC.CCN(C(C)C)C(C)C. The catalyst is CN(C=O)C.O. The product is [Cl:8][C:6]1[CH:5]=[C:4]([CH:9]([C:22]([F:25])([F:24])[F:23])/[CH:10]=[CH:11]/[C:12]2[CH:20]=[CH:19][C:15]([C:16]([NH:29][CH2:28][C:27]([F:31])([F:30])[F:26])=[O:18])=[C:14]([CH3:21])[CH:13]=2)[CH:3]=[C:2]([Cl:1])[CH:7]=1. The yield is 0.500. (7) The catalyst is CN(C=O)C.CCOC(C)=O. The reactants are [CH3:1][O:2][C:3]([NH:5][CH:6]([CH2:10][CH3:11])[C:7](O)=[O:8])=[O:4].C1C=CC2N(O)N=NC=2C=1.Cl.Cl.Cl.[CH3:25][O:26][C:27](=[O:75])[NH:28][CH:29]([C:33]([N:35]1[CH:41]([C:42]2[NH:43][C:44]([C:47]3[CH:52]=[CH:51][C:50]([C:53]4[CH:62]=[CH:61][C:60]5[C:55](=[CH:56][CH:57]=[C:58]([C:63]6[NH:64][C:65]([CH:68]7[CH2:72][CH:71]([C:73]#[N:74])[CH2:70][NH:69]7)=[N:66][CH:67]=6)[CH:59]=5)[CH:54]=4)=[CH:49][CH:48]=3)=[CH:45][N:46]=2)[CH2:40][C:37]2([CH2:39][CH2:38]2)[CH2:36]1)=[O:34])[CH:30]([CH3:32])[CH3:31].CN1CCOCC1. The yield is 0.540. The product is [CH3:25][O:26][C:27](=[O:75])[NH:28][CH:29]([C:33]([N:35]1[CH:41]([C:42]2[NH:43][C:44]([C:47]3[CH:48]=[CH:49][C:50]([C:53]4[CH:62]=[CH:61][C:60]5[C:55](=[CH:56][CH:57]=[C:58]([C:63]6[NH:64][C:65]([CH:68]7[CH2:72][CH:71]([C:73]#[N:74])[CH2:70][N:69]7[C:7](=[O:8])[CH:6]([NH:5][C:3]([O:2][CH3:1])=[O:4])[CH2:10][CH3:11])=[N:66][CH:67]=6)[CH:59]=5)[CH:54]=4)=[CH:51][CH:52]=3)=[CH:45][N:46]=2)[CH2:40][C:37]2([CH2:38][CH2:39]2)[CH2:36]1)=[O:34])[CH:30]([CH3:32])[CH3:31]. (8) The reactants are [ClH:1].[CH2:2]([C:5]1[N:6]=[C:7]([NH2:10])[NH:8][CH:9]=1)[C:3]#[CH:4].[N:11]([CH2:14][C:15]([CH3:23])=[CH:16][C:17]1[CH:22]=[CH:21][CH:20]=[CH:19][CH:18]=1)=[N+:12]=[N-:13]. No catalyst specified. The product is [ClH:1].[CH3:23][C:15](=[CH:16][C:17]1[CH:22]=[CH:21][CH:20]=[CH:19][CH:18]=1)[CH2:14][N:11]1[CH:4]=[C:3]([CH2:2][C:5]2[N:6]=[C:7]([NH2:10])[NH:8][CH:9]=2)[N:13]=[N:12]1. The yield is 0.910. (9) The reactants are Br[C:2]1[CH:7]=[C:6]([Br:8])[CH:5]=[C:4]([Br:9])[CH:3]=1.CCCCCC.C([Li])CCC.[F:21][C:22]([F:30])([F:29])[C:23]([C:25]([F:28])([F:27])[F:26])=[O:24]. The catalyst is C(OCC)C. The product is [F:21][C:22]([F:30])([F:29])[C:23]([C:2]1[CH:7]=[C:6]([Br:8])[CH:5]=[C:4]([Br:9])[CH:3]=1)([OH:24])[C:25]([F:28])([F:27])[F:26]. The yield is 0.600. (10) The reactants are [O:1]=[C:2]1[C:11]2[CH:10]=[CH:9][CH:8]=[C:7]3[NH:12][CH:13]([C:21]4[CH:28]=[CH:27][C:24]([CH:25]=O)=[CH:23][CH:22]=4)[CH:14]([C:15]4[CH:20]=[CH:19][CH:18]=[CH:17][CH:16]=4)[C:5]([C:6]=23)=[N:4][NH:3]1.[BH4-].[Na+].[CH3:31][NH2:32]. No catalyst specified. The product is [CH3:31][NH:32][CH2:25][C:24]1[CH:23]=[CH:22][C:21]([CH:13]2[NH:12][C:7]3[C:6]4[C:5](=[N:4][NH:3][C:2](=[O:1])[C:11]=4[CH:10]=[CH:9][CH:8]=3)[CH:14]2[C:15]2[CH:20]=[CH:19][CH:18]=[CH:17][CH:16]=2)=[CH:28][CH:27]=1. The yield is 0.190.